Dataset: Full USPTO retrosynthesis dataset with 1.9M reactions from patents (1976-2016). Task: Predict the reactants needed to synthesize the given product. (1) Given the product [O:33]1[C:32]2[CH:36]=[CH:37][C:29]([C@H:23]([CH2:24][C:25]([O:27][CH3:28])=[O:26])[NH:22][C:13](=[O:14])[NH:12][CH2:11][CH2:10][O:9][C:8](=[O:15])[N:7]([CH2:16][C:17]3[S:18][CH:19]=[CH:20][CH:21]=3)[CH2:6][C:2]3[S:1][CH:5]=[CH:4][CH:3]=3)=[CH:30][C:31]=2[O:35][CH2:34]1, predict the reactants needed to synthesize it. The reactants are: [S:1]1[CH:5]=[CH:4][CH:3]=[C:2]1[CH2:6][N:7]([CH2:16][C:17]1[S:18][CH:19]=[CH:20][CH:21]=1)[C:8](=[O:15])[O:9][CH2:10][CH2:11][N:12]=[C:13]=[O:14].[NH2:22][C@H:23]([C:29]1[CH:37]=[CH:36][C:32]2[O:33][CH2:34][O:35][C:31]=2[CH:30]=1)[CH2:24][C:25]([O:27][CH3:28])=[O:26]. (2) Given the product [Br:23][C:10]1[O:9][C:8]([C:5]2[CH:4]=[CH:3][C:2]([F:1])=[CH:7][CH:6]=2)=[N:12][C:11]=1[C@@H:13]1[CH2:18][CH2:17][CH2:16][CH2:15][C@H:14]1[C:19]([O:21][CH3:22])=[O:20], predict the reactants needed to synthesize it. The reactants are: [F:1][C:2]1[CH:7]=[CH:6][C:5]([C:8]2[O:9][CH:10]=[C:11]([C@@H:13]3[CH2:18][CH2:17][CH2:16][CH2:15][C@H:14]3[C:19]([O:21][CH3:22])=[O:20])[N:12]=2)=[CH:4][CH:3]=1.[Br:23]Br.[O-]S([O-])=O.[Na+].[Na+]. (3) Given the product [OH:24][C:25]1[C:26]([CH3:32])=[C:27]([NH:28][C:9]2[N:14]=[C:13]([NH:15][C:16]3[CH:21]=[CH:20][CH:19]=[C:18]([OH:22])[C:17]=3[CH3:34])[C:12]([F:23])=[CH:11][N:10]=2)[CH:29]=[CH:30][CH:31]=1, predict the reactants needed to synthesize it. The reactants are: OC1C=C(N[C:9]2[N:14]=[C:13]([NH:15][C:16]3[CH:21]=[CH:20][CH:19]=[C:18]([OH:22])[CH:17]=3)[C:12]([F:23])=[CH:11][N:10]=2)C=CC=1.[OH:24][C:25]1[C:26]([CH3:32])=[C:27]([CH:29]=[CH:30][CH:31]=1)[NH2:28].Cl[C:34]1N=C(Cl)C(F)=CN=1. (4) Given the product [F:20][C:21]1[CH:26]=[CH:25][C:24]([C:2]2[CH:7]=[CH:6][C:5]([S:8]([C:11]3[C:16]([CH3:17])=[CH:15][C:14]([CH3:18])=[CH:13][C:12]=3[CH3:19])(=[O:10])=[O:9])=[CH:4][CH:3]=2)=[CH:23][N:22]=1, predict the reactants needed to synthesize it. The reactants are: I[C:2]1[CH:7]=[CH:6][C:5]([S:8]([C:11]2[C:16]([CH3:17])=[CH:15][C:14]([CH3:18])=[CH:13][C:12]=2[CH3:19])(=[O:10])=[O:9])=[CH:4][CH:3]=1.[F:20][C:21]1[CH:26]=[CH:25][C:24](B(O)O)=[CH:23][N:22]=1.CC([O-])=O.[K+].